From a dataset of Forward reaction prediction with 1.9M reactions from USPTO patents (1976-2016). Predict the product of the given reaction. Given the reactants C(N(CC)CC)C.[OH:8]/[N:9]=[C:10](/[C:12]1[CH:20]=[CH:19][C:15]2[O:16][CH2:17][O:18][C:14]=2[CH:13]=1)\[NH2:11].[F:21][C:22]([F:33])([F:32])[C:23]1[CH:31]=[CH:30][CH:29]=[CH:28][C:24]=1[C:25](Cl)=[O:26], predict the reaction product. The product is: [F:21][C:22]([F:32])([F:33])[C:23]1[CH:31]=[CH:30][CH:29]=[CH:28][C:24]=1[C:25]([O:8]/[N:9]=[C:10](/[C:12]1[CH:20]=[CH:19][C:15]2[O:16][CH2:17][O:18][C:14]=2[CH:13]=1)\[NH2:11])=[O:26].